From a dataset of Full USPTO retrosynthesis dataset with 1.9M reactions from patents (1976-2016). Predict the reactants needed to synthesize the given product. (1) Given the product [CH3:1][C@@H:2]([O:5][C:6]1[CH:7]=[C:8]([CH2:9][OH:10])[CH:13]=[CH:14][CH:15]=1)[CH2:3][CH3:4], predict the reactants needed to synthesize it. The reactants are: [CH3:1][C@@H:2]([O:5][C:6]1[CH:7]=[C:8]([CH:13]=[CH:14][CH:15]=1)[C:9](OC)=[O:10])[CH2:3][CH3:4].[BH4-].[Li+]. (2) Given the product [NH2:1][C:2]1[S:3][CH:4]=[C:5]2[C:10]=1[C:9](=[O:11])[N:8]([C:12]1[CH:13]=[CH:14][C:15]([Cl:18])=[CH:16][CH:17]=1)[N:7]=[C:6]2[C:19]([NH:21][CH2:22][CH3:23])=[O:20], predict the reactants needed to synthesize it. The reactants are: [NH2:1][C:2]1[S:3][CH:4]=[C:5]2[C:10]=1[C:9](=[O:11])[N:8]([C:12]1[CH:17]=[CH:16][C:15]([Cl:18])=[CH:14][CH:13]=1)[N:7]=[C:6]2[C:19]([NH:21][CH:22](C)[CH3:23])=[O:20].NC1SC=C2C=1C(=O)N(C1C=CC(Cl)=CC=1)N=C2C(O)=O.Cl.C(N)C. (3) Given the product [CH2:1]([C:5]1[C:14]2[CH2:15][C@H:16]([CH3:19])[O:17][CH2:18][C:13]=2[C:12]2[CH2:11][NH:10][CH2:9][CH2:8][C:7]=2[N:6]=1)[CH2:2][CH2:3][CH3:4], predict the reactants needed to synthesize it. The reactants are: [CH2:1]([C:5]1[C:14]2[CH2:15][C@H:16]([CH3:19])[O:17][CH2:18][C:13]=2[C:12]2[CH2:11][N:10](CC3C=CC(OC)=CC=3)[CH2:9][CH2:8][C:7]=2[N:6]=1)[CH2:2][CH2:3][CH3:4].[Na+].[Cl-]. (4) Given the product [F:26][C:23]([F:24])([F:25])[S:20]([N-:19][S:16]([C:12]([F:13])([F:14])[F:15])(=[O:17])=[O:18])(=[O:21])=[O:22].[OH:2][CH2:3][CH2:4][N+:5]([CH3:10])([CH3:9])[CH2:6][CH2:7][CH3:8], predict the reactants needed to synthesize it. The reactants are: [Br-].[OH:2][CH2:3][CH2:4][N+:5]([CH3:10])([CH3:9])[CH2:6][CH2:7][CH3:8].[Li+].[C:12]([S:16]([N-:19][S:20]([C:23]([F:26])([F:25])[F:24])(=[O:22])=[O:21])(=[O:18])=[O:17])([F:15])([F:14])[F:13]. (5) Given the product [CH3:15][O:14][C:9]1[CH:10]=[CH:11][CH:12]=[CH:13][C:8]=1[C:6]1[N:7]=[C:2]([NH:38][C:37]2[CH:36]=[CH:35][C:34]([N:31]3[CH2:32][CH2:33][O:28][CH2:29][CH2:30]3)=[CH:40][CH:39]=2)[C:3]2[NH:18][N:17]=[CH:16][C:4]=2[N:5]=1, predict the reactants needed to synthesize it. The reactants are: Cl[C:2]1[C:3]2[C:4](=[CH:16][N:17](CC3C=CC(OC)=CC=3)[N:18]=2)[N:5]=[C:6]([C:8]2[CH:13]=[CH:12][CH:11]=[CH:10][C:9]=2[O:14][CH3:15])[N:7]=1.[O:28]1[CH2:33][CH2:32][N:31]([C:34]2[CH:40]=[CH:39][C:37]([NH2:38])=[CH:36][CH:35]=2)[CH2:30][CH2:29]1.Cl. (6) Given the product [N+:18]([C:21]1[CH:39]=[CH:38][C:24]([CH2:25][O:26][C:27]([C:29]2[N:30]3[CH:33]([S:34][CH:35]=2)[C:32]([CH:44]([O:43][C:40](=[O:42])[CH3:41])[C:11]2[CH:10]=[CH:9][C:7]4[N:8]=[C:2]5[N:3]([C:6]=4[CH:12]=2)[CH2:4][CH2:5][S:1]5)([Br:36])[C:31]3=[O:37])=[O:28])=[CH:23][CH:22]=1)([O-:20])=[O:19], predict the reactants needed to synthesize it. The reactants are: [S:1]1[CH2:5][CH2:4][N:3]2[C:6]3[CH:12]=[CH:11][C:10](C=O)=[CH:9][C:7]=3[N:8]=[C:2]12.[Br-].[Mg+2].[Br-].[N+:18]([C:21]1[CH:39]=[CH:38][C:24]([CH2:25][O:26][C:27]([C:29]2[N:30]3[CH:33]([S:34][CH:35]=2)[CH:32]([Br:36])[C:31]3=[O:37])=[O:28])=[CH:23][CH:22]=1)([O-:20])=[O:19].[C:40]([O:43][C:44](=O)C)(=[O:42])[CH3:41]. (7) Given the product [CH3:1][NH:2][C:3](=[O:4])[C:5]1[C:10]([C:11]2[CH:16]=[CH:15][CH:14]=[CH:13][C:12]=2[CH3:17])=[CH:9][C:8]([N:18]2[CH2:23][CH2:22][N:21]([CH3:24])[CH2:20][CH2:19]2)=[N:7][CH:6]=1, predict the reactants needed to synthesize it. The reactants are: [CH3:1][NH:2][C:3]([C:5]1[CH:10]([C:11]2[CH:16]=[CH:15][CH:14]=[CH:13][C:12]=2[CH3:17])[CH2:9][C:8]([N:18]2[CH2:23][CH2:22][N:21]([CH3:24])[CH2:20][CH2:19]2)=[N:7][CH:6]=1)=[O:4].